This data is from Catalyst prediction with 721,799 reactions and 888 catalyst types from USPTO. The task is: Predict which catalyst facilitates the given reaction. (1) Reactant: [C@@H:1]1([C:12]2[CH:17]=[CH:16][C:15]([Cl:18])=[C:14]([CH2:19][C:20]3[S:21][C:22]([C:25]4[NH:29][N:28]=[N:27][N:26]=4)=[CH:23][CH:24]=3)[CH:13]=2)[O:9][C@H:8]([CH2:10][OH:11])[C@@H:6]([OH:7])[C@H:4]([OH:5])[C@H:2]1[OH:3].CI.[C:32](=O)([O-])[O-].[K+].[K+].O. Product: [C@@H:1]1([C:12]2[CH:17]=[CH:16][C:15]([Cl:18])=[C:14]([CH2:19][C:20]3[S:21][C:22]([C:25]4[N:29]=[N:28][N:27]([CH3:32])[N:26]=4)=[CH:23][CH:24]=3)[CH:13]=2)[O:9][C@H:8]([CH2:10][OH:11])[C@@H:6]([OH:7])[C@H:4]([OH:5])[C@H:2]1[OH:3]. The catalyst class is: 9. (2) Reactant: Br[C:2]1[C:7]([C:8]([O:10][CH3:11])=[O:9])=[C:6]([CH:12]=[O:13])[C:5]([OH:14])=[CH:4][CH:3]=1.FC(F)(F)C(O)=[O:18].[Al].C(=O)(O)[O-].[Na+]. Product: [CH:12]([C:6]1[C:5]([OH:14])=[CH:4][CH:3]=[C:2]([OH:18])[C:7]=1[C:8]([O:10][CH3:11])=[O:9])=[O:13]. The catalyst class is: 6. (3) Reactant: [C:1]([CH:4]1[O:9][CH2:8][CH2:7][N:6]([C:10]([O:12][CH2:13][C:14]2[CH:19]=[CH:18][CH:17]=[CH:16][CH:15]=2)=[O:11])[CH2:5]1)(=O)[CH3:2].C([O-])(C)=O.[NH4+].[BH3-]C#[N:27].[Na+].O. Product: [NH2:27][CH:1]([CH:4]1[O:9][CH2:8][CH2:7][N:6]([C:10]([O:12][CH2:13][C:14]2[CH:19]=[CH:18][CH:17]=[CH:16][CH:15]=2)=[O:11])[CH2:5]1)[CH3:2]. The catalyst class is: 36. (4) Reactant: Cl.[CH3:2][CH:3]([O:5][C:6]1[CH:13]=[CH:12][C:11]([C:14]2[O:18][N:17]=[C:16]([C:19]3[CH:29]=[CH:28][C:22]4[CH2:23][CH2:24][NH:25][CH2:26][CH2:27][C:21]=4[CH:20]=3)[N:15]=2)=[CH:10][C:7]=1[C:8]#[N:9])[CH3:4].[CH3:30][N:31]([CH3:36])[C:32](=[O:35])[CH:33]=[CH2:34].C1CCN2C(=NCCC2)CC1. Product: [C:8]([C:7]1[CH:10]=[C:11]([C:14]2[O:18][N:17]=[C:16]([C:19]3[CH:29]=[CH:28][C:22]4[CH2:23][CH2:24][N:25]([CH2:34][CH2:33][C:32]([N:31]([CH3:36])[CH3:30])=[O:35])[CH2:26][CH2:27][C:21]=4[CH:20]=3)[N:15]=2)[CH:12]=[CH:13][C:6]=1[O:5][CH:3]([CH3:2])[CH3:4])#[N:9]. The catalyst class is: 10.